This data is from Peptide-MHC class I binding affinity with 185,985 pairs from IEDB/IMGT. The task is: Regression. Given a peptide amino acid sequence and an MHC pseudo amino acid sequence, predict their binding affinity value. This is MHC class I binding data. (1) The peptide sequence is LFCLLNRYFR. The MHC is HLA-A31:01 with pseudo-sequence HLA-A31:01. The binding affinity (normalized) is 0.764. (2) The peptide sequence is HQAIISDVL. The MHC is HLA-B27:05 with pseudo-sequence HLA-B27:05. The binding affinity (normalized) is 0.0847. (3) The peptide sequence is DEEEDDEDL. The MHC is H-2-Kk with pseudo-sequence H-2-Kk. The binding affinity (normalized) is 0.0929. (4) The peptide sequence is AEQASQEVKNW. The MHC is HLA-B08:01 with pseudo-sequence HLA-B08:01. The binding affinity (normalized) is 0. (5) The peptide sequence is QSADASTFLK. The MHC is HLA-A03:01 with pseudo-sequence HLA-A03:01. The binding affinity (normalized) is 0.459. (6) The peptide sequence is LLIKTLSPA. The MHC is HLA-A02:06 with pseudo-sequence HLA-A02:06. The binding affinity (normalized) is 0.970. (7) The peptide sequence is YTLVVPLVY. The MHC is HLA-B46:01 with pseudo-sequence HLA-B46:01. The binding affinity (normalized) is 0.600. (8) The peptide sequence is VFYLYSLL. The MHC is HLA-A02:01 with pseudo-sequence HLA-A02:01. The binding affinity (normalized) is 0.165.